This data is from Forward reaction prediction with 1.9M reactions from USPTO patents (1976-2016). The task is: Predict the product of the given reaction. (1) Given the reactants [Br:1][C:2]1[CH:7]=[CH:6][C:5]([F:8])=[CH:4][N:3]=1.O1CCCC1.C([Li])CCC.[C:19](=[O:21])=[O:20].O, predict the reaction product. The product is: [Br:1][C:2]1[CH:7]=[C:6]([C:5]([F:8])=[CH:4][N:3]=1)[C:19]([OH:21])=[O:20]. (2) Given the reactants [CH3:1][O:2][CH2:3][CH2:4][O:5][CH2:6][CH2:7][O:8][CH2:9][CH2:10][O:11][CH2:12][CH2:13][O:14][CH2:15][CH2:16][O:17][C:18]1[CH:19]=[C:20]([CH:22]=[C:23]([O:25][CH3:26])[CH:24]=1)[NH2:21].Cl[C:28]1[N:33]=[C:32]([O:34][C:35]2[C:44]3[C:39](=[CH:40][CH:41]=[CH:42][CH:43]=3)[C:38]([NH:45][C:46]([NH:48][C:49]3[N:53]([C:54]4[CH:59]=[CH:58][C:57]([CH3:60])=[CH:56][CH:55]=4)[N:52]=[C:51]([CH:61]([CH3:63])[CH3:62])[CH:50]=3)=[O:47])=[CH:37][CH:36]=2)[CH:31]=[CH:30][N:29]=1.C1COCC1, predict the reaction product. The product is: [CH3:1][O:2][CH2:3][CH2:4][O:5][CH2:6][CH2:7][O:8][CH2:9][CH2:10][O:11][CH2:12][CH2:13][O:14][CH2:15][CH2:16][O:17][C:18]1[CH:19]=[C:20]([NH:21][C:28]2[N:33]=[C:32]([O:34][C:35]3[C:44]4[C:39](=[CH:40][CH:41]=[CH:42][CH:43]=4)[C:38]([NH:45][C:46]([NH:48][C:49]4[N:53]([C:54]5[CH:55]=[CH:56][C:57]([CH3:60])=[CH:58][CH:59]=5)[N:52]=[C:51]([CH:61]([CH3:63])[CH3:62])[CH:50]=4)=[O:47])=[CH:37][CH:36]=3)[CH:31]=[CH:30][N:29]=2)[CH:22]=[C:23]([O:25][CH3:26])[CH:24]=1.